From a dataset of Catalyst prediction with 721,799 reactions and 888 catalyst types from USPTO. Predict which catalyst facilitates the given reaction. (1) Reactant: Br[C:2]1[C:3]2[C:8]([C:9]([C:16]3[CH:21]=[CH:20][C:19]([CH:22]=[CH:23][C:24]4[CH:29]=[CH:28][CH:27]=[CH:26][CH:25]=4)=[CH:18][CH:17]=3)=[C:10]3[C:15]=1[CH:14]=[CH:13][CH:12]=[CH:11]3)=[CH:7][CH:6]=[CH:5][CH:4]=2.[C:30]1([C:36]([C:47]2[CH:52]=[CH:51][CH:50]=[CH:49][CH:48]=2)=[CH:37][C:38]2[CH:43]=[CH:42][C:41](B(O)O)=[CH:40][CH:39]=2)[CH:35]=[CH:34][CH:33]=[CH:32][CH:31]=1.C(=O)([O-])[O-].[Na+].[Na+]. Product: [C:30]1([C:36]([C:47]2[CH:52]=[CH:51][CH:50]=[CH:49][CH:48]=2)=[CH:37][C:38]2[CH:43]=[CH:42][C:41]([C:2]3[C:3]4[C:8]([C:9]([C:16]5[CH:21]=[CH:20][C:19]([CH:22]=[CH:23][C:24]6[CH:29]=[CH:28][CH:27]=[CH:26][CH:25]=6)=[CH:18][CH:17]=5)=[C:10]5[C:15]=3[CH:14]=[CH:13][CH:12]=[CH:11]5)=[CH:7][CH:6]=[CH:5][CH:4]=4)=[CH:40][CH:39]=2)[CH:35]=[CH:34][CH:33]=[CH:32][CH:31]=1. The catalyst class is: 206. (2) Reactant: [Cl:1][C:2]1[C:3]([C:14]2[CH:19]=[CH:18][CH:17]=[CH:16][N:15]=2)=[N:4][C:5]([N:8]2[CH2:13][CH2:12][NH:11][CH2:10][CH2:9]2)=[CH:6][CH:7]=1.[CH3:20][S:21](Cl)(=[O:23])=[O:22].[CH2:25](N(CC)CC)C. Product: [Cl:1][C:2]1[C:3]([C:14]2[CH:19]=[CH:18][CH:17]=[CH:16][N:15]=2)=[N:4][C:5]([N:8]2[CH2:13][CH2:12][N:11]([S:21]([CH:20]=[CH2:25])(=[O:23])=[O:22])[CH2:10][CH2:9]2)=[CH:6][CH:7]=1. The catalyst class is: 34. (3) Reactant: C1COCC1.[H][H].[C:8]([C:12]1[CH:17]=[C:16]([C:18]([CH3:21])([CH3:20])[CH3:19])[C:15](=[O:22])[C:14](=[O:23])[C:13]=1[N+:24]([O-:26])=[O:25])([CH3:11])([CH3:10])[CH3:9].[O-]S(S([O-])=O)=O.[Na+].[Na+]. Product: [C:8]([C:12]1[C:13]([N+:24]([O-:26])=[O:25])=[C:14]([OH:23])[C:15]([OH:22])=[C:16]([C:18]([CH3:19])([CH3:20])[CH3:21])[CH:17]=1)([CH3:9])([CH3:10])[CH3:11]. The catalyst class is: 25. (4) Reactant: [NH2:1][C:2]1[C:7]([N+:8]([O-])=O)=[CH:6][C:5]([Br:11])=[CH:4][N:3]=1.Cl.[OH-].[Na+]. Product: [NH2:1][C:2]1[C:7]([NH2:8])=[CH:6][C:5]([Br:11])=[CH:4][N:3]=1. The catalyst class is: 679.